Dataset: Merck oncology drug combination screen with 23,052 pairs across 39 cell lines. Task: Regression. Given two drug SMILES strings and cell line genomic features, predict the synergy score measuring deviation from expected non-interaction effect. Drug 1: CN(Cc1cnc2nc(N)nc(N)c2n1)c1ccc(C(=O)NC(CCC(=O)O)C(=O)O)cc1. Cell line: LNCAP. Drug 2: N#Cc1ccc(Cn2cncc2CN2CCN(c3cccc(Cl)c3)C(=O)C2)cc1. Synergy scores: synergy=-14.7.